The task is: Predict the product of the given reaction.. This data is from Forward reaction prediction with 1.9M reactions from USPTO patents (1976-2016). (1) Given the reactants [H-].[Na+].[NH2:3][C:4]1[CH:5]=[C:6]([CH2:10][OH:11])[CH:7]=[CH:8][CH:9]=1.Cl[C:13]1[C:14]2[N:21]([CH3:22])[CH:20]=[CH:19][C:15]=2[N:16]=[CH:17][N:18]=1, predict the reaction product. The product is: [CH3:22][N:21]1[C:14]2[C:13]([O:11][CH2:10][C:6]3[CH:5]=[C:4]([CH:9]=[CH:8][CH:7]=3)[NH2:3])=[N:18][CH:17]=[N:16][C:15]=2[CH:19]=[CH:20]1. (2) Given the reactants [O:1]=[C:2]1[CH2:7][CH2:6][CH2:5][CH:4]([C:8]([OH:10])=[O:9])[CH2:3]1.C([Mg]Br)[C:12]1[CH:17]=[CH:16][C:15]([O:18][CH3:19])=[CH:14][CH:13]=1, predict the reaction product. The product is: [OH:1][C:2]1([C:12]2[CH:17]=[CH:16][C:15]([O:18][CH3:19])=[CH:14][CH:13]=2)[CH2:7][CH2:6][CH2:5][CH:4]([C:8]([OH:10])=[O:9])[CH2:3]1. (3) Given the reactants [Cl:1][C:2]1[CH:7]=[CH:6][C:5]([S:8]([NH:11][C@@H:12]2[CH2:18][C:17]([CH3:20])([CH3:19])[CH2:16][CH2:15][NH:14][C:13]2=[O:21])(=[O:10])=[O:9])=[CH:4][CH:3]=1.C[O:23][C:24](=[O:36])[CH2:25][CH2:26][C:27]1[CH:32]=[C:31]([F:33])[CH:30]=[CH:29][C:28]=1[CH2:34]Br, predict the reaction product. The product is: [Cl:1][C:2]1[CH:3]=[CH:4][C:5]([S:8]([N:11]([CH2:34][C:28]2[CH:29]=[CH:30][C:31]([F:33])=[CH:32][C:27]=2[CH2:26][CH2:25][C:24]([OH:36])=[O:23])[C@@H:12]2[CH2:18][C:17]([CH3:19])([CH3:20])[CH2:16][CH2:15][NH:14][C:13]2=[O:21])(=[O:10])=[O:9])=[CH:6][CH:7]=1. (4) Given the reactants [N:1]([C:4]1[N:9]=[CH:8][N:7]=[C:6]([O:10][C:11]2[CH:16]=[CH:15][C:14]([NH:17][C:18]([NH:20][C:21]3[CH:26]=[C:25]([C:27]([F:30])([F:29])[F:28])[CH:24]=[C:23]([CH2:31][N:32]4[CH2:35][CH2:34][CH2:33]4)[CH:22]=3)=[O:19])=[CH:13][CH:12]=2)[CH:5]=1)=[N+]=[N-], predict the reaction product. The product is: [NH2:1][C:4]1[N:9]=[CH:8][N:7]=[C:6]([O:10][C:11]2[CH:16]=[CH:15][C:14]([NH:17][C:18]([NH:20][C:21]3[CH:26]=[C:25]([C:27]([F:29])([F:30])[F:28])[CH:24]=[C:23]([CH2:31][N:32]4[CH2:33][CH2:34][CH2:35]4)[CH:22]=3)=[O:19])=[CH:13][CH:12]=2)[CH:5]=1. (5) Given the reactants O1CCC(C2N=C3C=CC=C(N)N3N=2)[CH2:2]1.[Br:16][C:17]1[N:31]=[C:20]2[CH:21]=[CH:22][CH:23]=[C:24]([NH:25][C@@H:26]3[CH2:30][CH2:29][O:28][CH2:27]3)[N:19]2[N:18]=1.[H-].[Na+].IC, predict the reaction product. The product is: [Br:16][C:17]1[N:31]=[C:20]2[CH:21]=[CH:22][CH:23]=[C:24]([N:25]([CH3:2])[C@@H:26]3[CH2:30][CH2:29][O:28][CH2:27]3)[N:19]2[N:18]=1. (6) Given the reactants [NH2:1][C:2]1[C:7]([O:8]C)=[CH:6][C:5]([Cl:10])=[CH:4][N:3]=1.[Cl:11][C:12]1[CH:13]=[C:14]([S:19](Cl)(=[O:21])=[O:20])[CH:15]=[C:16]([Cl:18])[CH:17]=1.B(Br)(Br)Br, predict the reaction product. The product is: [Cl:18][C:16]1[CH:15]=[C:14]([S:19]([NH:1][C:2]2[C:7]([OH:8])=[CH:6][C:5]([Cl:10])=[CH:4][N:3]=2)(=[O:20])=[O:21])[CH:13]=[C:12]([Cl:11])[CH:17]=1. (7) Given the reactants [C:1]1([C@H:7]([N:9]2[C@H:14]([C:15]([O:17][CH2:18][CH3:19])=[O:16])[C@@H:13]3[CH2:20][C@H:10]2[CH:11]=[CH:12]3)[CH3:8])[CH:6]=[CH:5][CH:4]=[CH:3][CH:2]=1.[I:21]N1C(=O)CCC1=O.[OH2:29], predict the reaction product. The product is: [OH:29][C@H:11]1[C@H:10]2[C@@H:20]([I:21])[C@H:13]([C@@H:14]([C:15]([O:17][CH2:18][CH3:19])=[O:16])[N:9]2[C@@H:7]([C:1]2[CH:6]=[CH:5][CH:4]=[CH:3][CH:2]=2)[CH3:8])[CH2:12]1.